This data is from Reaction yield outcomes from USPTO patents with 853,638 reactions. The task is: Predict the reaction yield, written as a fraction of the theoretical maximum amount of product (1.0 means a 100% yield; for example, 0.34 means a 34% yield). (1) The reactants are [Br:1][C:2]1[CH:3]=[C:4]2[C:9](=[CH:10][CH:11]=1)[O:8][CH2:7][CH2:6][C:5]2=O.[CH3:13][C:14]([S:17]([NH2:19])=[O:18])([CH3:16])[CH3:15].CCCCCCC. The catalyst is C1COCC1.[O-]CC.[Ti+4].[O-]CC.[O-]CC.[O-]CC. The product is [Br:1][C:2]1[CH:3]=[C:4]2[C:9](=[CH:10][CH:11]=1)[O:8][CH2:7][CH2:6][C:5]2=[N:19][S:17]([C:14]([CH3:16])([CH3:15])[CH3:13])=[O:18]. The yield is 0.830. (2) The reactants are [CH2:1]([C@H:6]1[CH2:11][CH2:10][C@H:9]([C@H:12]2[CH2:17][CH2:16][C@H:15]([CH:18]3OC(=O)[CH2:19]3)[CH2:14][CH2:13]2)[CH2:8][CH2:7]1)[CH2:2][CH2:3][CH2:4][CH3:5]. The catalyst is CCCCCCC. The product is [CH:18]([C@H:15]1[CH2:16][CH2:17][C@H:12]([C@H:9]2[CH2:10][CH2:11][C@H:6]([CH2:1][CH2:2][CH2:3][CH2:4][CH3:5])[CH2:7][CH2:8]2)[CH2:13][CH2:14]1)=[CH2:19]. The yield is 0.950. (3) The yield is 0.990. The catalyst is C(OCC)(=O)C. The product is [F:21][C:18]([F:19])([F:20])[C:17]1[C:11]2[C:12](=[N:13][CH:14]=[C:9]([NH2:6])[CH:10]=2)[NH:15][N:16]=1. The reactants are O.O.Cl[Sn]Cl.[N+:6]([C:9]1[CH:10]=[C:11]2[C:17]([C:18]([F:21])([F:20])[F:19])=[N:16][NH:15][C:12]2=[N:13][CH:14]=1)([O-])=O.C(=O)(O)[O-].[Na+]. (4) The product is [CH3:1][O:2][C:3]1[CH:4]=[C:5]([CH:11]=[CH:12][C:13]=1[O:14][CH2:15][CH2:16][NH:17][CH2:18][CH2:19][C:20](=[O:41])[CH2:21][C:22]1[CH:27]=[CH:26][C:25]([NH:28][C:29]([NH:31][C:4]2[CH:3]=[CH:13][CH:12]=[CH:11][C:5]=2[CH3:6])=[O:30])=[C:24]([O:39][CH3:40])[CH:23]=1)[C:6]([OH:8])=[O:7]. The reactants are [CH3:1][O:2][C:3]1[CH:4]=[C:5]([CH:11]=[CH:12][C:13]=1[O:14][CH2:15][CH2:16][NH:17][CH2:18][CH2:19][C:20](=[O:41])[CH2:21][C:22]1[CH:27]=[CH:26][C:25]([N:28](C2C=CC=CC=2C)[C:29]([NH2:31])=[O:30])=[C:24]([O:39][CH3:40])[CH:23]=1)[C:6]([O:8]CC)=[O:7].[OH-].[Na+].Cl. The catalyst is C1COCC1. The yield is 0.350.